This data is from NCI-60 drug combinations with 297,098 pairs across 59 cell lines. The task is: Regression. Given two drug SMILES strings and cell line genomic features, predict the synergy score measuring deviation from expected non-interaction effect. (1) Drug 1: CC1OCC2C(O1)C(C(C(O2)OC3C4COC(=O)C4C(C5=CC6=C(C=C35)OCO6)C7=CC(=C(C(=C7)OC)O)OC)O)O. Drug 2: C(CN)CNCCSP(=O)(O)O. Cell line: NCIH23. Synergy scores: CSS=38.5, Synergy_ZIP=-3.69, Synergy_Bliss=-4.85, Synergy_Loewe=-28.6, Synergy_HSA=-4.16. (2) Drug 1: C1C(C(OC1N2C=C(C(=O)NC2=O)F)CO)O. Drug 2: C1CNP(=O)(OC1)N(CCCl)CCCl. Cell line: UO-31. Synergy scores: CSS=33.2, Synergy_ZIP=-7.32, Synergy_Bliss=-0.584, Synergy_Loewe=-61.3, Synergy_HSA=-0.0524. (3) Drug 1: CC1C(C(CC(O1)OC2CC(CC3=C2C(=C4C(=C3O)C(=O)C5=C(C4=O)C(=CC=C5)OC)O)(C(=O)C)O)N)O.Cl. Drug 2: CC1C(C(CC(O1)OC2CC(CC3=C2C(=C4C(=C3O)C(=O)C5=CC=CC=C5C4=O)O)(C(=O)C)O)N)O. Cell line: CAKI-1. Synergy scores: CSS=44.3, Synergy_ZIP=0.468, Synergy_Bliss=1.88, Synergy_Loewe=2.20, Synergy_HSA=4.53. (4) Drug 1: CC1=C2C(C(=O)C3(C(CC4C(C3C(C(C2(C)C)(CC1OC(=O)C(C(C5=CC=CC=C5)NC(=O)C6=CC=CC=C6)O)O)OC(=O)C7=CC=CC=C7)(CO4)OC(=O)C)O)C)OC(=O)C. Drug 2: CS(=O)(=O)CCNCC1=CC=C(O1)C2=CC3=C(C=C2)N=CN=C3NC4=CC(=C(C=C4)OCC5=CC(=CC=C5)F)Cl. Synergy scores: CSS=25.3, Synergy_ZIP=4.72, Synergy_Bliss=6.60, Synergy_Loewe=7.64, Synergy_HSA=7.33. Cell line: NCI/ADR-RES. (5) Drug 1: CC1=C(C(CCC1)(C)C)C=CC(=CC=CC(=CC(=O)O)C)C. Drug 2: C1=CC=C(C(=C1)C(C2=CC=C(C=C2)Cl)C(Cl)Cl)Cl. Cell line: OVCAR3. Synergy scores: CSS=-1.02, Synergy_ZIP=0.899, Synergy_Bliss=-2.42, Synergy_Loewe=-5.27, Synergy_HSA=-6.06.